This data is from Forward reaction prediction with 1.9M reactions from USPTO patents (1976-2016). The task is: Predict the product of the given reaction. Given the reactants [I:1][C:2]1[CH:3]=[C:4]2[C:8](=[CH:9][CH:10]=1)[NH:7][C:6](=[O:11])[C:5]2=O.[Cl:13][C:14]1[CH:33]=[CH:32][C:17]([C:18]([NH:20][CH2:21][C:22]2[CH:27]=[CH:26][C:25]([C:28]([NH:30][NH2:31])=[O:29])=[CH:24][CH:23]=2)=[O:19])=[CH:16][CH:15]=1, predict the reaction product. The product is: [Cl:13][C:14]1[CH:15]=[CH:16][C:17]([C:18]([NH:20][CH2:21][C:22]2[CH:27]=[CH:26][C:25]([C:28]([NH:30][N:31]=[C:5]3[C:4]4[C:8](=[CH:9][CH:10]=[C:2]([I:1])[CH:3]=4)[NH:7][C:6]3=[O:11])=[O:29])=[CH:24][CH:23]=2)=[O:19])=[CH:32][CH:33]=1.